From a dataset of NCI-60 drug combinations with 297,098 pairs across 59 cell lines. Regression. Given two drug SMILES strings and cell line genomic features, predict the synergy score measuring deviation from expected non-interaction effect. (1) Drug 1: CCN(CC)CCNC(=O)C1=C(NC(=C1C)C=C2C3=C(C=CC(=C3)F)NC2=O)C. Drug 2: CCC1(CC2CC(C3=C(CCN(C2)C1)C4=CC=CC=C4N3)(C5=C(C=C6C(=C5)C78CCN9C7C(C=CC9)(C(C(C8N6C)(C(=O)OC)O)OC(=O)C)CC)OC)C(=O)OC)O.OS(=O)(=O)O. Cell line: OVCAR-4. Synergy scores: CSS=0.361, Synergy_ZIP=-1.07, Synergy_Bliss=-2.08, Synergy_Loewe=-1.27, Synergy_HSA=-1.69. (2) Drug 1: CC1=C2C(C(=O)C3(C(CC4C(C3C(C(C2(C)C)(CC1OC(=O)C(C(C5=CC=CC=C5)NC(=O)OC(C)(C)C)O)O)OC(=O)C6=CC=CC=C6)(CO4)OC(=O)C)OC)C)OC. Drug 2: C1=C(C(=O)NC(=O)N1)N(CCCl)CCCl. Cell line: A549. Synergy scores: CSS=56.8, Synergy_ZIP=-0.963, Synergy_Bliss=-1.33, Synergy_Loewe=-6.34, Synergy_HSA=3.59. (3) Drug 1: CNC(=O)C1=NC=CC(=C1)OC2=CC=C(C=C2)NC(=O)NC3=CC(=C(C=C3)Cl)C(F)(F)F. Drug 2: CC(C)CN1C=NC2=C1C3=CC=CC=C3N=C2N. Cell line: IGROV1. Synergy scores: CSS=-1.92, Synergy_ZIP=1.08, Synergy_Bliss=0.585, Synergy_Loewe=-1.77, Synergy_HSA=-2.13. (4) Drug 1: CCC(=C(C1=CC=CC=C1)C2=CC=C(C=C2)OCCN(C)C)C3=CC=CC=C3.C(C(=O)O)C(CC(=O)O)(C(=O)O)O. Drug 2: COC1=NC(=NC2=C1N=CN2C3C(C(C(O3)CO)O)O)N. Cell line: MALME-3M. Synergy scores: CSS=-4.59, Synergy_ZIP=1.19, Synergy_Bliss=-1.98, Synergy_Loewe=-8.13, Synergy_HSA=-7.80. (5) Drug 1: C1=CC=C(C(=C1)C(C2=CC=C(C=C2)Cl)C(Cl)Cl)Cl. Drug 2: C(CC(=O)O)C(=O)CN.Cl. Cell line: SK-OV-3. Synergy scores: CSS=8.94, Synergy_ZIP=-4.24, Synergy_Bliss=-2.69, Synergy_Loewe=-2.54, Synergy_HSA=-3.65.